Dataset: Forward reaction prediction with 1.9M reactions from USPTO patents (1976-2016). Task: Predict the product of the given reaction. (1) Given the reactants [C:1]([C:4]1[CH:5]=[C:6]([N:16]2[CH2:21][CH2:20][N:19]([C:22]([O:24][C:25]([CH3:28])([CH3:27])[CH3:26])=[O:23])[CH2:18][CH2:17]2)[C:7]2[C:12]([CH:13]=1)=[CH:11][CH:10]=[C:9]([O:14][CH3:15])[CH:8]=2)(=[O:3])[CH3:2], predict the reaction product. The product is: [CH3:6][N:16]([CH3:21])/[CH:17]=[CH:2]/[C:1]([C:4]1[CH:5]=[C:6]([N:16]2[CH2:21][CH2:20][N:19]([C:22]([O:24][C:25]([CH3:28])([CH3:27])[CH3:26])=[O:23])[CH2:18][CH2:17]2)[C:7]2[C:12]([CH:13]=1)=[CH:11][CH:10]=[C:9]([O:14][CH3:15])[CH:8]=2)=[O:3]. (2) Given the reactants C(N=C=S)(=O)OCC.[NH2:9][C:10]1[N:15]=[C:14]([C:16]([O:18][CH3:19])=[O:17])[CH:13]=[CH:12][CH:11]=1.[NH2:20][C:21]([NH2:23])=S.C(N(CC)CC)C.Cl.NO, predict the reaction product. The product is: [NH2:23][C:21]1[N:9]=[C:10]2[CH:11]=[CH:12][CH:13]=[C:14]([C:16]([O:18][CH3:19])=[O:17])[N:15]2[N:20]=1.